This data is from Full USPTO retrosynthesis dataset with 1.9M reactions from patents (1976-2016). The task is: Predict the reactants needed to synthesize the given product. (1) Given the product [Cl:1][C:2]1[CH:7]=[C:6]([Cl:8])[CH:5]=[CH:4][C:3]=1[CH2:9][CH2:10][O:11][C:12]1[CH:13]=[C:14]([C:15]([N:32]2[CH2:33][CH2:34][N:29]([CH2:28][C:25]3[CH:24]=[CH:23][N:22]=[CH:27][CH:26]=3)[CH2:30][CH2:31]2)=[O:17])[CH:18]=[CH:19][C:20]=1[CH3:21], predict the reactants needed to synthesize it. The reactants are: [Cl:1][C:2]1[CH:7]=[C:6]([Cl:8])[CH:5]=[CH:4][C:3]=1[CH2:9][CH2:10][O:11][C:12]1[CH:13]=[C:14]([CH:18]=[CH:19][C:20]=1[CH3:21])[C:15]([OH:17])=O.[N:22]1[CH:27]=[CH:26][C:25]([CH2:28][N:29]2[CH2:34][CH2:33][NH:32][CH2:31][CH2:30]2)=[CH:24][CH:23]=1.[B-](F)(F)(F)F.CCOC(C(C#N)=NOC(N(C)C)=[N+](C)C)=O. (2) The reactants are: [F:1][C:2]([F:50])([F:49])[C:3]1[CH:4]=[C:5]([C@H:13]2[O:17][C:16](=[O:18])[N:15]([CH2:19][C:20]3[CH:25]=[C:24]([C:26]([F:29])([F:28])[F:27])[CH:23]=[CH:22][C:21]=3[C:30]3[CH:31]=[C:32]([C:38]4[CH:43]=[CH:42][C:41]([C:44]([OH:46])=[O:45])=[CH:40][C:39]=4[CH3:47])[CH:33]=[CH:34][C:35]=3[O:36][CH3:37])[C@H:14]2[CH3:48])[CH:6]=[C:7]([C:9]([F:12])([F:11])[F:10])[CH:8]=1.O[CH2:52][C:53]([O:55][CH3:56])=[O:54].Cl.CN(C)CCCN=C=NCC.C(N(CC)CC)C. Given the product [F:12][C:9]([F:11])([F:10])[C:7]1[CH:6]=[C:5]([C@H:13]2[O:17][C:16](=[O:18])[N:15]([CH2:19][C:20]3[CH:25]=[C:24]([C:26]([F:29])([F:28])[F:27])[CH:23]=[CH:22][C:21]=3[C:30]3[CH:31]=[C:32]([C:38]4[CH:43]=[CH:42][C:41]([C:44]([O:46][CH2:52][C:53]([O:55][CH3:56])=[O:54])=[O:45])=[CH:40][C:39]=4[CH3:47])[CH:33]=[CH:34][C:35]=3[O:36][CH3:37])[C@H:14]2[CH3:48])[CH:4]=[C:3]([C:2]([F:1])([F:49])[F:50])[CH:8]=1, predict the reactants needed to synthesize it. (3) Given the product [Br:24][C:16]1[S:15][C:14]([C:17]2[CH:18]=[N:19][CH:20]=[C:21]([F:23])[CH:22]=2)=[N:13][C:12]=1[C@@H:5]1[CH2:4][CH2:3][C@H:2]([F:1])[CH2:7][C@H:6]1[C:8]([O:10][CH3:11])=[O:9], predict the reactants needed to synthesize it. The reactants are: [F:1][C@@H:2]1[CH2:7][C@@H:6]([C:8]([O:10][CH3:11])=[O:9])[C@H:5]([C:12]2[N:13]=[C:14]([C:17]3[CH:18]=[N:19][CH:20]=[C:21]([F:23])[CH:22]=3)[S:15][CH:16]=2)[CH2:4][CH2:3]1.[Br:24]Br.[O-]S([O-])=O.[Na+].[Na+].